From a dataset of Peptide-MHC class I binding affinity with 185,985 pairs from IEDB/IMGT. Regression. Given a peptide amino acid sequence and an MHC pseudo amino acid sequence, predict their binding affinity value. This is MHC class I binding data. (1) The peptide sequence is KQRLTNLEK. The MHC is HLA-A30:01 with pseudo-sequence HLA-A30:01. The binding affinity (normalized) is 1.00. (2) The peptide sequence is RYLKDQQLL. The MHC is HLA-A02:03 with pseudo-sequence HLA-A02:03. The binding affinity (normalized) is 0. (3) The binding affinity (normalized) is 0.0586. The peptide sequence is GVTSSGAIYK. The MHC is HLA-A33:01 with pseudo-sequence HLA-A33:01. (4) The peptide sequence is ITLVVISVI. The binding affinity (normalized) is 0.0322. The MHC is HLA-A32:01 with pseudo-sequence HLA-A32:01. (5) The MHC is HLA-A02:03 with pseudo-sequence HLA-A02:03. The binding affinity (normalized) is 0.111. The peptide sequence is TNAEFTFQL. (6) The peptide sequence is AVDLSHFLR. The MHC is HLA-A03:01 with pseudo-sequence HLA-A03:01. The binding affinity (normalized) is 0.322. (7) The peptide sequence is SHDVLTVQF. The MHC is HLA-B15:01 with pseudo-sequence HLA-B15:01. The binding affinity (normalized) is 0.0847. (8) The peptide sequence is FMLMPKQKV. The MHC is HLA-A02:01 with pseudo-sequence HLA-A02:01. The binding affinity (normalized) is 0.555. (9) The peptide sequence is KVFVPAPFG. The MHC is HLA-A30:01 with pseudo-sequence HLA-A30:01. The binding affinity (normalized) is 0.825. (10) The peptide sequence is DSPATLSAY. The MHC is HLA-B57:01 with pseudo-sequence HLA-B57:01. The binding affinity (normalized) is 0.0847.